From a dataset of Full USPTO retrosynthesis dataset with 1.9M reactions from patents (1976-2016). Predict the reactants needed to synthesize the given product. (1) Given the product [F:8][C:6]1[CH:5]=[C:4]([CH2:9][C:10]([NH:12][C@H:13]([C:15]([NH:18][CH:19]([C:24]2[N:25]=[C:26]([CH3:29])[S:27][CH:28]=2)[C:20]([O:22][CH3:23])=[O:21])=[O:17])[CH3:14])=[O:11])[CH:3]=[C:2]([F:1])[CH:7]=1, predict the reactants needed to synthesize it. The reactants are: [F:1][C:2]1[CH:3]=[C:4]([CH2:9][C:10]([NH:12][C@H:13]([C:15]([OH:17])=O)[CH3:14])=[O:11])[CH:5]=[C:6]([F:8])[CH:7]=1.[NH2:18][CH:19]([C:24]1[N:25]=[C:26]([CH3:29])[S:27][CH:28]=1)[C:20]([O:22][CH3:23])=[O:21]. (2) Given the product [CH:36]1([O:35][C:33](=[O:34])[C@@H:26]([N:25]([C:41]([O:43][C:44]([CH3:46])([CH3:45])[CH3:47])=[O:42])[CH2:24][CH:12]2[C:13]3[NH:14][C:15]4[C:20](=[CH:19][CH:18]=[CH:17][CH:16]=4)[C:21]=3[CH2:22][CH2:23][NH:11]2)[C:27]2[CH:32]=[CH:31][CH:30]=[CH:29][CH:28]=2)[CH2:40][CH2:39][CH2:38][CH2:37]1, predict the reactants needed to synthesize it. The reactants are: C(OC([N:11]1[CH2:23][CH2:22][C:21]2[C:20]3[C:15](=[CH:16][CH:17]=[CH:18][CH:19]=3)[NH:14][C:13]=2[CH:12]1[CH2:24][N:25]([C:41]([O:43][C:44]([CH3:47])([CH3:46])[CH3:45])=[O:42])[C@H:26]([C:33]([O:35][CH:36]1[CH2:40][CH2:39][CH2:38][CH2:37]1)=[O:34])[C:27]1[CH:32]=[CH:31][CH:30]=[CH:29][CH:28]=1)=O)C1C=CC=CC=1.[H][H]. (3) Given the product [C:1]([O:5][C:6](=[O:7])[NH:8][C@@H:9]([CH2:10][CH2:11][CH3:13])[C:14](=[O:16])[NH:17][C@H:20]1[C@H:27]2[C@H:23]([CH2:24][N:25]([CH2:28][C:29]3[CH:34]=[CH:33][CH:32]=[CH:31][CH:30]=3)[CH2:26]2)[CH2:22][CH2:21]1)([CH3:2])([CH3:3])[CH3:4], predict the reactants needed to synthesize it. The reactants are: [C:1]([O:5][C:6]([NH:8][C@H:9]([C:14]([OH:16])=O)[CH2:10][CH:11]([CH3:13])C)=[O:7])([CH3:4])([CH3:3])[CH3:2].[N:17]([C@H:20]1[C@H:27]2[C@H:23]([CH2:24][N:25]([CH2:28][C:29]3[CH:34]=[CH:33][CH:32]=[CH:31][CH:30]=3)[CH2:26]2)[CH2:22][CH2:21]1)=[N+]=[N-].C(N1C[C@@H]2[C@@H](N)CC[C@@H]2C1)C1C=CC=CC=1. (4) Given the product [C:17]([O-:29])(=[O:28])[CH2:18][C:19]([CH2:24][C:25]([O-:27])=[O:26])([C:21]([O-:23])=[O:22])[OH:20].[Ca+2:4].[C:17]([O-:29])(=[O:28])[CH2:18][C:19]([CH2:24][C:25]([O-:27])=[O:26])([C:21]([O-:23])=[O:22])[OH:20].[Ca+2:4].[Ca+2:4].[Cl-:3].[Na+:30], predict the reactants needed to synthesize it. The reactants are: O.O.[Cl-:3].[Ca+2:4].[Cl-].N[C@H](C(O)=O)CC(C)C.O.O.[C:17]([O-:29])(=[O:28])[CH2:18][C:19]([CH2:24][C:25]([O-:27])=[O:26])([C:21]([O-:23])=[O:22])[OH:20].[Na+:30].[Na+].[Na+]. (5) Given the product [CH:13]([C:12]1[CH:15]=[CH:16][C:9]([O:8][C:6]2[CH:5]=[CH:4][CH:3]=[C:2]([CH3:1])[N:7]=2)=[CH:10][CH:11]=1)=[CH2:19], predict the reactants needed to synthesize it. The reactants are: [CH3:1][C:2]1[N:7]=[C:6]([O:8][C:9]2[CH:16]=[CH:15][C:12]([CH:13]=O)=[CH:11][CH:10]=2)[CH:5]=[CH:4][CH:3]=1.[H-].[Na+].[CH2:19]1COCC1. (6) Given the product [CH3:47][C:37]1([CH3:48])[C:36](=[O:49])[NH:35][C:32]2=[N:33][CH:34]=[C:29]([C:7]3[CH:6]=[CH:5][C:4]([C:17]4[N:21]([CH:22]5[CH2:27][CH2:26][CH2:25][CH2:24][O:23]5)[CH:20]=[N:19][N:18]=4)=[CH:3][C:2]=3[CH3:1])[N:30]=[C:31]2[N:38]1[CH2:39][CH2:40][CH:41]1[CH2:46][CH2:45][O:44][CH2:43][CH2:42]1, predict the reactants needed to synthesize it. The reactants are: [CH3:1][C:2]1[CH:3]=[C:4]([C:17]2[N:21]([CH:22]3[CH2:27][CH2:26][CH2:25][CH2:24][O:23]3)[CH:20]=[N:19][N:18]=2)[CH:5]=[CH:6][C:7]=1B1OC(C)(C)C(C)(C)O1.Br[C:29]1[N:30]=[C:31]2[N:38]([CH2:39][CH2:40][CH:41]3[CH2:46][CH2:45][O:44][CH2:43][CH2:42]3)[C:37]([CH3:48])([CH3:47])[C:36](=[O:49])[NH:35][C:32]2=[N:33][CH:34]=1.ClCCl.C(=O)([O-])[O-].[Na+].[Na+].O. (7) Given the product [CH3:19][N:20]([CH3:22])[CH2:21][C:18]1[N:10]2[C:11]3[CH2:17][CH2:16][O:15][C:12]=3[CH:13]=[CH:14][C:9]2=[N:8][C:7]=1[C:1]1[CH:2]=[CH:3][CH:4]=[CH:5][CH:6]=1, predict the reactants needed to synthesize it. The reactants are: [C:1]1([C:7]2[N:8]=[C:9]3[CH:14]=[CH:13][C:12]4[O:15][CH2:16][CH2:17][C:11]=4[N:10]3[CH:18]=2)[CH:6]=[CH:5][CH:4]=[CH:3][CH:2]=1.[CH3:19][NH:20][CH3:21].[CH2:22]=O. (8) The reactants are: F[C:2]1[C:7]([C:8]2[N:16]=[CH:15][N:14]=[C:13]3[C:9]=2[N:10]=[CH:11][N:12]3C2CCCCO2)=[CH:6][CH:5]=[CH:4][N:3]=1.[NH2:23][C:24]1[C:25]([F:41])=[C:26]([NH:31][S:32]([CH2:35][CH2:36][C:37]([F:40])([F:39])[F:38])(=[O:34])=[O:33])[CH:27]=[CH:28][C:29]=1[F:30]. Given the product [N:16]1[C:8]([C:7]2[C:2]([NH:23][C:24]3[C:25]([F:41])=[C:26]([NH:31][S:32]([CH2:35][CH2:36][C:37]([F:40])([F:39])[F:38])(=[O:34])=[O:33])[CH:27]=[CH:28][C:29]=3[F:30])=[N:3][CH:4]=[CH:5][CH:6]=2)=[C:9]2[C:13]([NH:12][CH:11]=[N:10]2)=[N:14][CH:15]=1, predict the reactants needed to synthesize it.